From a dataset of Full USPTO retrosynthesis dataset with 1.9M reactions from patents (1976-2016). Predict the reactants needed to synthesize the given product. (1) Given the product [NH:10]1[C:2]2=[N:9][CH:8]=[CH:7][CH:6]=[C:3]2[CH:4]=[N:11]1, predict the reactants needed to synthesize it. The reactants are: Cl[C:2]1[N:9]=[CH:8][CH:7]=[CH:6][C:3]=1[CH:4]=O.[NH2:10][NH2:11]. (2) Given the product [CH2:1]([O:3][C:4](=[O:20])[C:5]([CH3:7])([O:8][C:9]1[CH:14]=[CH:13][C:12]([S:15][CH2:16][CH2:17][C:24]#[C:25][C:26]2[CH:31]=[CH:30][C:29]([C:32]([F:33])([F:34])[F:35])=[CH:28][CH:27]=2)=[CH:11][C:10]=1[CH3:19])[CH3:6])[CH3:2], predict the reactants needed to synthesize it. The reactants are: [CH2:1]([O:3][C:4](=[O:20])[C:5]([O:8][C:9]1[CH:14]=[CH:13][C:12]([S:15][C:16](=O)[CH3:17])=[CH:11][C:10]=1[CH3:19])([CH3:7])[CH3:6])[CH3:2].ICC[C:24]#[C:25][C:26]1[CH:31]=[CH:30][C:29]([C:32]([F:35])([F:34])[F:33])=[CH:28][CH:27]=1. (3) Given the product [CH3:10][O:11][C:12]1[CH:17]=[C:16]2[C:15](=[CH:14][CH:13]=1)[N:18]=[C:14]([C:2]([F:1])([F:8])[F:9])[CH:13]=[C:12]2[OH:11], predict the reactants needed to synthesize it. The reactants are: [F:1][C:2]([F:9])([F:8])OCC([O-])=O.[CH3:10][O:11][C:12]1[CH:17]=[CH:16][C:15]([NH2:18])=[CH:14][CH:13]=1. (4) Given the product [F:13][C:14]1[CH:21]=[CH:20][C:19]([F:22])=[CH:18][C:15]=1[CH:16]([OH:17])[C:7]1[CH:8]=[N:9][CH:10]=[CH:11][CH:12]=1, predict the reactants needed to synthesize it. The reactants are: C([Mg]Cl)(C)C.Br[C:7]1[CH:8]=[N:9][CH:10]=[CH:11][CH:12]=1.[F:13][C:14]1[CH:21]=[CH:20][C:19]([F:22])=[CH:18][C:15]=1[CH:16]=[O:17].[Cl-].[NH4+].